The task is: Regression. Given a peptide amino acid sequence and an MHC pseudo amino acid sequence, predict their binding affinity value. This is MHC class II binding data.. This data is from Peptide-MHC class II binding affinity with 134,281 pairs from IEDB. (1) The peptide sequence is EPGKNPKNFQTMPGT. The MHC is DRB3_0101 with pseudo-sequence DRB3_0101. The binding affinity (normalized) is 0.231. (2) The peptide sequence is KYMVIQGEPGRVIRG. The MHC is HLA-DPA10201-DPB10501 with pseudo-sequence HLA-DPA10201-DPB10501. The binding affinity (normalized) is 0.304. (3) The peptide sequence is ALRIIAGTPEVHAVK. The MHC is DRB1_1001 with pseudo-sequence DRB1_1001. The binding affinity (normalized) is 0.628.